Dataset: Catalyst prediction with 721,799 reactions and 888 catalyst types from USPTO. Task: Predict which catalyst facilitates the given reaction. (1) Reactant: [CH3:1][O-:2].[Na+].CO.[CH2:6]([O:8][C:9]([C:11]1[CH:15]=[C:14]([C:16]2[CH:21]=[CH:20][CH:19]=[CH:18][N:17]=2)[N:13]([C:22]2[N:23]=[N:24][C:25](Cl)=[CH:26][CH:27]=2)[N:12]=1)=[O:10])C. Product: [CH3:6][O:8][C:9]([C:11]1[CH:15]=[C:14]([C:16]2[CH:21]=[CH:20][CH:19]=[CH:18][N:17]=2)[N:13]([C:22]2[N:23]=[N:24][C:25]([O:2][CH3:1])=[CH:26][CH:27]=2)[N:12]=1)=[O:10]. The catalyst class is: 5. (2) Product: [CH:11]([C:4]1[S:3][C:2]2[NH:1][C:15](=[O:17])[N:41]([CH2:40][CH2:39][N:33]3[CH2:38][CH2:37][O:36][CH2:35][CH2:34]3)[C:7](=[O:9])[C:6]=2[CH:5]=1)([CH3:13])[CH3:12]. The catalyst class is: 2. Reactant: [NH2:1][C:2]1[S:3][C:4]([CH:11]([CH3:13])[CH3:12])=[CH:5][C:6]=1[C:7]([O:9]C)=O.Cl[C:15](Cl)([O:17]C(=O)OC(Cl)(Cl)Cl)Cl.C(N(CC)CC)C.[N:33]1([CH2:39][CH2:40][NH2:41])[CH2:38][CH2:37][O:36][CH2:35][CH2:34]1. (3) Reactant: [N+:1]([C:4]1[CH:5]=[N:6][NH:7][CH:8]=1)([O-:3])=[O:2].[N:9]12[CH2:16][CH2:15][CH:12]([CH2:13][CH2:14]1)[CH:11](O)[CH2:10]2.C1(P(C2C=CC=CC=2)C2C=CC=CC=2)C=CC=CC=1.N(C(OC(C)C)=O)=NC(OC(C)C)=O. Product: [N+:1]([C:4]1[CH:5]=[N:6][N:7]([CH:11]2[CH:12]3[CH2:15][CH2:16][N:9]([CH2:14][CH2:13]3)[CH2:10]2)[CH:8]=1)([O-:3])=[O:2]. The catalyst class is: 7.